Dataset: Peptide-MHC class I binding affinity with 185,985 pairs from IEDB/IMGT. Task: Regression. Given a peptide amino acid sequence and an MHC pseudo amino acid sequence, predict their binding affinity value. This is MHC class I binding data. (1) The peptide sequence is NIRQAGVQYSR. The MHC is HLA-B07:02 with pseudo-sequence HLA-B07:02. The binding affinity (normalized) is 0. (2) The peptide sequence is VMETENALF. The MHC is HLA-A69:01 with pseudo-sequence HLA-A69:01. The binding affinity (normalized) is 0.0847. (3) The peptide sequence is NPQGERRAF. The MHC is HLA-B18:01 with pseudo-sequence HLA-B18:01. The binding affinity (normalized) is 0.213. (4) The peptide sequence is MPLVMAWRTI. The MHC is HLA-B51:01 with pseudo-sequence HLA-B51:01. The binding affinity (normalized) is 0.619. (5) The peptide sequence is ITKEKKEEL. The MHC is HLA-A26:01 with pseudo-sequence HLA-A26:01. The binding affinity (normalized) is 0.0847. (6) The peptide sequence is DLSNSMRDF. The MHC is HLA-A01:01 with pseudo-sequence HLA-A01:01. The binding affinity (normalized) is 0.0847. (7) The peptide sequence is RGKLKRRAI. The MHC is HLA-B07:02 with pseudo-sequence HLA-B07:02. The binding affinity (normalized) is 0.214. (8) The peptide sequence is KIPIYSHTER. The MHC is HLA-A33:01 with pseudo-sequence HLA-A33:01. The binding affinity (normalized) is 0.345. (9) The peptide sequence is LAVFPAMFW. The MHC is HLA-A02:01 with pseudo-sequence HLA-A02:01. The binding affinity (normalized) is 0.0847. (10) The peptide sequence is EFVSANLAM. The MHC is HLA-A68:02 with pseudo-sequence HLA-A68:02. The binding affinity (normalized) is 0.0847.